From a dataset of Forward reaction prediction with 1.9M reactions from USPTO patents (1976-2016). Predict the product of the given reaction. (1) Given the reactants Br[C:2]1[C:3]([CH3:13])=[C:4]2[C:11]([CH3:12])=[CH:10][NH:9][C:5]2=[C:6]([Cl:8])[N:7]=1.[CH2:14](OB(C1C=CC=CC=1)OCC)[CH3:15].[C:27]([O-])([O-])=O.[Na+].[Na+].[C:33]1([CH3:39])[CH:38]=[CH:37][CH:36]=[CH:35][CH:34]=1, predict the reaction product. The product is: [Cl:8][C:6]1[N:7]=[C:2]([C:34]2[C:35]([CH2:14][CH3:15])=[CH:36][CH:37]=[CH:38][C:33]=2[CH2:39][CH3:27])[C:3]([CH3:13])=[C:4]2[C:11]([CH3:12])=[CH:10][NH:9][C:5]=12. (2) Given the reactants [Br-:1].[Br-].[Br-].C([N+](CCCC)(CCCC)CCCC)CCC.C([N+](CCCC)(CCCC)CCCC)CCC.C([N+](CCCC)(CCCC)CCCC)CCC.[F:55][C:56]1[CH:61]=[CH:60][C:59]([C@H:62]([NH:64][C:65]([C@H:67]2[CH2:72][CH2:71][C@H:70]([NH:73][S:74]([C:77]3[CH:82]=[CH:81][C:80]([C:83](=[O:85])[CH3:84])=[CH:79][CH:78]=3)(=[O:76])=[O:75])[CH2:69][CH2:68]2)=[O:66])[CH3:63])=[CH:58][CH:57]=1, predict the reaction product. The product is: [F:55][C:56]1[CH:61]=[CH:60][C:59]([C@H:62]([NH:64][C:65]([C@H:67]2[CH2:68][CH2:69][C@H:70]([NH:73][S:74]([C:77]3[CH:78]=[CH:79][C:80]([C:83](=[O:85])[CH2:84][Br:1])=[CH:81][CH:82]=3)(=[O:75])=[O:76])[CH2:71][CH2:72]2)=[O:66])[CH3:63])=[CH:58][CH:57]=1.